Dataset: Forward reaction prediction with 1.9M reactions from USPTO patents (1976-2016). Task: Predict the product of the given reaction. (1) The product is: [O:29]1[CH2:30][CH2:31][CH:26]([CH2:25][C:18]2[C:19]([NH2:24])=[N:20][C:21]3[C:16]([CH:17]=2)=[CH:15][C:14]([S:13][C:9]2[CH:10]=[CH:11][CH:12]=[C:7]([CH2:2][NH:36][CH2:35][C:34]4[C:37]([CH3:42])=[CH:38][C:39]([CH3:41])=[CH:40][C:33]=4[CH3:32])[CH:8]=2)=[CH:23][CH:22]=3)[CH2:27][CH2:28]1. Given the reactants O1CCCO[CH:2]1[C:7]1[CH:8]=[C:9]([S:13][C:14]2[CH:15]=[C:16]3[C:21](=[CH:22][CH:23]=2)[N:20]=[C:19]([NH2:24])[C:18]([CH2:25][CH:26]2[CH2:31][CH2:30][O:29][CH2:28][CH2:27]2)=[CH:17]3)[CH:10]=[CH:11][CH:12]=1.[CH3:32][C:33]1[CH:40]=[C:39]([CH3:41])[CH:38]=[C:37]([CH3:42])[C:34]=1[CH2:35][NH2:36].[OH-].[Na+], predict the reaction product. (2) Given the reactants Br[C:2]1[CH:7]=[C:6]([S:8]([CH3:11])(=[O:10])=[O:9])[CH:5]=[CH:4][C:3]=1[O:12][CH3:13].[CH3:14][C:15]1([CH3:31])[C:19]([CH3:21])([CH3:20])[O:18][B:17]([B:17]2[O:18][C:19]([CH3:21])([CH3:20])[C:15]([CH3:31])([CH3:14])[O:16]2)[O:16]1.C([O-])(=O)C.[K+], predict the reaction product. The product is: [CH3:13][O:12][C:3]1[CH:4]=[CH:5][C:6]([S:8]([CH3:11])(=[O:10])=[O:9])=[CH:7][C:2]=1[B:17]1[O:18][C:19]([CH3:21])([CH3:20])[C:15]([CH3:31])([CH3:14])[O:16]1. (3) The product is: [Cl:39][C:35]1[CH:36]=[CH:37][CH:38]=[C:2]([Cl:1])[C:3]=1[C:4]([NH:6][CH2:7][C:8]1[CH:9]=[CH:10][C:11]([C:14]2[CH:19]=[CH:18][N:17]([CH2:20][O:21][P:22](=[O:23])([OH:33])[OH:28])[C:16](=[O:34])[CH:15]=2)=[CH:12][CH:13]=1)=[O:5]. Given the reactants [Cl:1][C:2]1[CH:38]=[CH:37][CH:36]=[C:35]([Cl:39])[C:3]=1[C:4]([NH:6][CH2:7][C:8]1[CH:13]=[CH:12][C:11]([C:14]2[CH:19]=[CH:18][N:17]([CH2:20][O:21][P:22](=[O:33])([O:28]C(C)(C)C)[O:23]C(C)(C)C)[C:16](=[O:34])[CH:15]=2)=[CH:10][CH:9]=1)=[O:5].C(O)(=O)C.O, predict the reaction product.